This data is from Full USPTO retrosynthesis dataset with 1.9M reactions from patents (1976-2016). The task is: Predict the reactants needed to synthesize the given product. (1) Given the product [CH3:22][C:23]1[CH:27]=[C:26]([C:28]([C:6]2[CH:11]=[CH:10][CH:9]=[CH:8][C:7]=2[CH2:12][O:13][C:14]2[CH:19]=[C:18]([CH3:20])[CH:17]=[CH:16][C:15]=2[CH3:21])=[O:29])[O:25][N:24]=1, predict the reactants needed to synthesize it. The reactants are: BrCC.[Mg].Br[C:6]1[CH:11]=[CH:10][CH:9]=[CH:8][C:7]=1[CH2:12][O:13][C:14]1[CH:19]=[C:18]([CH3:20])[CH:17]=[CH:16][C:15]=1[CH3:21].[CH3:22][C:23]1[CH:27]=[C:26]([C:28](Cl)=[O:29])[O:25][N:24]=1.[Cl-].[NH4+]. (2) Given the product [C:40]([NH:43][CH2:44][C:45]([NH:31][C@H:28]1[CH2:27][CH2:26][C@H:25]([C:23]([N:20]2[CH2:21][CH2:22][C@H:17]([O:16][C@@H:14]([C:6]3[CH:7]=[C:8]([C:10]([F:12])([F:11])[F:13])[CH:9]=[C:4]([C:3]([F:2])([F:38])[F:39])[CH:5]=3)[CH3:15])[C@H:18]([C:32]3[CH:33]=[CH:34][CH:35]=[CH:36][CH:37]=3)[CH2:19]2)=[O:24])[CH2:30][CH2:29]1)=[O:46])(=[O:42])[CH3:41], predict the reactants needed to synthesize it. The reactants are: Cl.[F:2][C:3]([F:39])([F:38])[C:4]1[CH:5]=[C:6]([C@H:14]([O:16][C@H:17]2[CH2:22][CH2:21][N:20]([C:23]([C@H:25]3[CH2:30][CH2:29][C@H:28]([NH2:31])[CH2:27][CH2:26]3)=[O:24])[CH2:19][C@H:18]2[C:32]2[CH:37]=[CH:36][CH:35]=[CH:34][CH:33]=2)[CH3:15])[CH:7]=[C:8]([C:10]([F:13])([F:12])[F:11])[CH:9]=1.[C:40]([NH:43][CH2:44][C:45](O)=[O:46])(=[O:42])[CH3:41].